This data is from Full USPTO retrosynthesis dataset with 1.9M reactions from patents (1976-2016). The task is: Predict the reactants needed to synthesize the given product. (1) The reactants are: [CH2:1]([OH:17])[CH2:2][CH2:3][CH2:4][CH2:5][CH2:6][CH2:7][CH2:8][CH2:9][CH2:10][CH2:11][CH2:12][CH2:13][CH2:14][CH2:15][CH3:16].[O:18]=[P:19](Cl)(Cl)Cl.CCN(CC)CC.[CH2:30]([CH2:32][NH2:33])[OH:31].Cl.C1C[O:38]CC1. Given the product [CH2:1]([O:17][P:19](=[O:18])([OH:38])[O:31][CH2:30][CH2:32][NH2:33])[CH2:2][CH2:3][CH2:4][CH2:5][CH2:6][CH2:7][CH2:8][CH2:9][CH2:10][CH2:11][CH2:12][CH2:13][CH2:14][CH2:15][CH3:16], predict the reactants needed to synthesize it. (2) Given the product [CH3:1][O:2][C:3]([C:5]1([CH2:20][OH:21])[CH:9]([CH3:10])[C:8](=[O:11])[N:7]([C:12]2[C:17]([CH3:18])=[CH:16][CH:15]=[CH:14][C:13]=2[CH3:19])[CH2:6]1)=[O:4], predict the reactants needed to synthesize it. The reactants are: [CH3:1][O:2][C:3]([C:5]1([CH2:20][O:21]CC2C=CC(OC)=CC=2)[CH:9]([CH3:10])[C:8](=[O:11])[N:7]([C:12]2[C:17]([CH3:18])=[CH:16][CH:15]=[CH:14][C:13]=2[CH3:19])[CH2:6]1)=[O:4].C(Cl)Cl.O.ClC1C(=O)C(C#N)=C(C#N)C(=O)C=1Cl. (3) Given the product [CH3:9][C:5]1[N:4]=[C:3]2[N:10]([C:11]3[CH:16]=[CH:15][C:14]([CH2:17][CH2:18][NH:19][C:20]([NH:22][S:23]([C:26]4[CH:27]=[CH:28][C:29]([CH3:32])=[CH:30][CH:31]=4)(=[O:25])=[O:24])=[O:21])=[CH:13][CH:12]=3)[C:42]([CH2:41][CH2:40][CH2:39][C:33]3[CH:38]=[CH:37][CH:36]=[CH:35][CH:34]=3)=[N:1][C:2]2=[C:7]([CH3:8])[CH:6]=1, predict the reactants needed to synthesize it. The reactants are: [NH2:1][C:2]1[C:3]([NH:10][C:11]2[CH:16]=[CH:15][C:14]([CH2:17][CH2:18][NH:19][C:20]([NH:22][S:23]([C:26]3[CH:31]=[CH:30][C:29]([CH3:32])=[CH:28][CH:27]=3)(=[O:25])=[O:24])=[O:21])=[CH:13][CH:12]=2)=[N:4][C:5]([CH3:9])=[CH:6][C:7]=1[CH3:8].[C:33]1([CH2:39][CH2:40][CH2:41][C:42](O)=O)[CH:38]=[CH:37][CH:36]=[CH:35][CH:34]=1.Cl.C(N=C=NCCCN(C)C)C.O.C1(C)C=CC(S(O)(=O)=O)=CC=1. (4) Given the product [C:17]([NH:1][C:2]1[CH:6]=[CH:5][S:4][C:3]=1[C:7]([O:9][CH3:10])=[O:8])(=[O:21])[CH2:18][CH2:19][CH3:20], predict the reactants needed to synthesize it. The reactants are: [NH2:1][C:2]1[CH:6]=[CH:5][S:4][C:3]=1[C:7]([O:9][CH3:10])=[O:8].N1C=CC=CC=1.[C:17](Cl)(=[O:21])[CH2:18][CH2:19][CH3:20]. (5) Given the product [CH2:9]([N:16]1[CH:17]2[CH2:23][CH2:22][CH:21]1[CH2:20][C:19]([C:1]1[CH:6]=[CH:5][CH:4]=[CH:3][CH:2]=1)([OH:24])[CH2:18]2)[C:10]1[CH:11]=[CH:12][CH:13]=[CH:14][CH:15]=1, predict the reactants needed to synthesize it. The reactants are: [C:1]1([Mg]Br)[CH:6]=[CH:5][CH:4]=[CH:3][CH:2]=1.[CH2:9]([N:16]1[CH:21]2[CH2:22][CH2:23][CH:17]1[CH2:18][C:19](=[O:24])[CH2:20]2)[C:10]1[CH:15]=[CH:14][CH:13]=[CH:12][CH:11]=1.[Cl-].[NH4+]. (6) Given the product [CH2:1]([C@@H:5]1[NH:23][C:22](=[O:24])[O:21][CH2:20][CH2:19][CH2:18][CH2:17][CH2:16][CH2:15][CH2:14][C:13]2[CH:25]=[CH:26][CH:27]=[CH:28][C:12]=2[O:11][C@H:10]2[CH2:29][N:7]([C@H:8]([C:30]([OH:32])=[O:31])[CH2:9]2)[C:6]1=[O:34])[CH2:2][CH2:3][CH3:4], predict the reactants needed to synthesize it. The reactants are: [CH2:1]([C@@H:5]1[NH:23][C:22](=[O:24])[O:21][CH2:20][CH2:19][CH2:18][CH2:17][CH2:16][CH2:15][CH2:14][C:13]2[CH:25]=[CH:26][CH:27]=[CH:28][C:12]=2[O:11][C@H:10]2[CH2:29][N:7]([C@H:8]([C:30]([O:32]C)=[O:31])[CH2:9]2)[C:6]1=[O:34])[CH2:2][CH2:3][CH3:4].O[Li].O.Cl.CCOCC.